Dataset: Full USPTO retrosynthesis dataset with 1.9M reactions from patents (1976-2016). Task: Predict the reactants needed to synthesize the given product. (1) Given the product [C:43]([O:1][CH:2]([C:34]1[S:35][CH:36]=[C:37]([C:39](=[O:42])[NH:40][CH3:41])[N:38]=1)[CH2:3][CH:4]([N:8]([CH2:26][O:27][C:28](=[O:33])[CH2:29][CH:30]([CH3:32])[CH3:31])[C:9](=[O:25])[CH:10]([NH:15][C:16]([CH:18]1[CH2:23][CH2:22][CH2:21][CH2:20][N:19]1[CH3:24])=[O:17])[CH:11]([CH3:14])[CH2:12][CH3:13])[CH:5]([CH3:7])[CH3:6])(=[O:45])[CH3:44], predict the reactants needed to synthesize it. The reactants are: [OH:1][CH:2]([C:34]1[S:35][CH:36]=[C:37]([C:39](=[O:42])[NH:40][CH3:41])[N:38]=1)[CH2:3][CH:4]([N:8]([CH2:26][O:27][C:28](=[O:33])[CH2:29][CH:30]([CH3:32])[CH3:31])[C:9](=[O:25])[CH:10]([NH:15][C:16]([CH:18]1[CH2:23][CH2:22][CH2:21][CH2:20][N:19]1[CH3:24])=[O:17])[CH:11]([CH3:14])[CH2:12][CH3:13])[CH:5]([CH3:7])[CH3:6].[C:43](OC(=O)C)(=[O:45])[CH3:44]. (2) The reactants are: ClC1[CH:41]=[CH:40][C:5]([C:6]2[C:11]([C:12]3[CH:21]=[CH:20][C:19]4[C:14](=[CH:15][CH:16]=[C:17]([C:22]5[N:26]([CH:27]6[CH2:32][CH2:31][CH2:30][CH2:29][CH2:28]6)[C:25]6[CH:33]=[CH:34][C:35]([C:37]([OH:39])=[O:38])=[CH:36][C:24]=6[N:23]=5)[CH:18]=4)[N:13]=3)=[CH:10][CH:9]=[CH:8][CH:7]=2)=[CH:4][CH:3]=1.[N:42]1C=CC(B(O)O)=CC=1. Given the product [CH:27]1([N:26]2[C:25]3[CH:33]=[CH:34][C:35]([C:37]([OH:39])=[O:38])=[CH:36][C:24]=3[N:23]=[C:22]2[C:17]2[CH:16]=[C:15]3[C:14](=[CH:19][CH:18]=2)[N:13]=[C:12]([C:11]2[CH:10]=[CH:9][CH:8]=[CH:7][C:6]=2[C:5]2[CH:4]=[CH:3][N:42]=[CH:41][CH:40]=2)[CH:21]=[CH:20]3)[CH2:28][CH2:29][CH2:30][CH2:31][CH2:32]1, predict the reactants needed to synthesize it. (3) Given the product [Cl:16][C:8]1[C:7]2[N:6]=[C:4]([C:3]3[CH:17]=[CH:18][C:19]([OH:21])=[CH:20][C:2]=3[Cl:1])[O:13][C:12]=2[CH:11]=[C:10]([OH:14])[CH:9]=1, predict the reactants needed to synthesize it. The reactants are: [Cl:1][C:2]1[CH:20]=[C:19]([O:21]C)[CH:18]=[CH:17][C:3]=1[C:4]([NH:6][C:7]1[C:12]([OH:13])=[CH:11][C:10]([O:14]C)=[CH:9][C:8]=1[Cl:16])=O.CCOC(/N=N/C(OCC)=O)=O. (4) Given the product [CH3:1][C:2]1[CH:3]=[C:4]([CH:27]=[CH:28][C:29]=1[CH3:30])[CH2:5][N:6]1[C:10]([CH3:11])=[C:9]([CH2:12][CH2:13][CH2:14][C:15]2[CH:16]=[CH:17][C:18]([OH:21])=[CH:19][CH:20]=2)[N:8]([CH2:23][CH2:24][CH3:25])[C:7]1=[O:26], predict the reactants needed to synthesize it. The reactants are: [CH3:1][C:2]1[CH:3]=[C:4]([CH:27]=[CH:28][C:29]=1[CH3:30])[CH2:5][N:6]1[C:10]([CH3:11])=[C:9]([CH2:12][CH2:13][CH2:14][C:15]2[CH:20]=[CH:19][C:18]([O:21]C)=[CH:17][CH:16]=2)[N:8]([CH2:23][CH2:24][CH3:25])[C:7]1=[O:26].B(Br)(Br)Br. (5) Given the product [OH:22][CH:15]([C:16]1[CH:17]=[CH:18][CH:19]=[CH:20][CH:21]=1)[CH2:14][CH2:13][CH2:12][N:9]1[CH2:10][CH2:11][C:6]2([N:5]([C:23]3[CH:24]=[CH:25][CH:26]=[CH:27][CH:28]=3)[CH2:4][N:3]([CH2:29][C:30]3[CH:31]=[C:32]([CH:40]=[CH:41][CH:42]=3)[C:33]([O:35][C:36]([CH3:39])([CH3:38])[CH3:37])=[O:34])[C:2]2=[O:1])[CH2:7][CH2:8]1, predict the reactants needed to synthesize it. The reactants are: [O:1]=[C:2]1[C:6]2([CH2:11][CH2:10][N:9]([CH2:12][CH2:13][CH2:14][C:15](=[O:22])[C:16]3[CH:21]=[CH:20][CH:19]=[CH:18][CH:17]=3)[CH2:8][CH2:7]2)[N:5]([C:23]2[CH:28]=[CH:27][CH:26]=[CH:25][CH:24]=2)[CH2:4][N:3]1[CH2:29][C:30]1[CH:31]=[C:32]([CH:40]=[CH:41][CH:42]=1)[C:33]([O:35][C:36]([CH3:39])([CH3:38])[CH3:37])=[O:34].[BH4-].[Na+]. (6) Given the product [CH3:27][C:22]1[C:21]([C:19]2[CH:20]=[C:8]([C:6]([O:5][C:1]([CH3:4])([CH3:2])[CH3:3])=[O:7])[C:9]3[C:10]4[C:15](=[CH:14][CH:13]=[C:12]([C:36]([N:67]5[CH2:68][CH:65]([F:64])[CH2:66]5)=[O:38])[CH:11]=4)[N:16]([CH2:28][C:29]4[CH:30]=[CH:31][C:32]([F:35])=[CH:33][CH:34]=4)[C:17]=3[CH:18]=2)=[C:25]([CH3:26])[O:24][N:23]=1, predict the reactants needed to synthesize it. The reactants are: [C:1]([O:5][C:6]([C:8]1[CH:20]=[C:19]([C:21]2[C:22]([CH3:27])=[N:23][O:24][C:25]=2[CH3:26])[CH:18]=[C:17]2[C:9]=1[C:10]1[CH:11]=[C:12]([C:36]([OH:38])=O)[CH:13]=[CH:14][C:15]=1[N:16]2[CH2:28][C:29]1[CH:34]=[CH:33][C:32]([F:35])=[CH:31][CH:30]=1)=[O:7])([CH3:4])([CH3:3])[CH3:2].CN(C(ON1N=NC2C=CC(=CC1=2)Cl)=[N+](C)C)C.F[P-](F)(F)(F)(F)F.[F:64][CH:65]1[CH2:68][NH:67][CH2:66]1.O. (7) Given the product [CH2:11]([N:3]([CH2:1][CH3:2])[C:4]([C:6]1[CH:10]=[CH:9][O:8][C:7]=1[C:13]1[CH:18]=[CH:17][CH:16]=[CH:15][CH:14]=1)=[O:5])[CH3:12], predict the reactants needed to synthesize it. The reactants are: [CH2:1]([N:3]([CH2:11][CH3:12])[C:4]([C:6]1[CH:10]=[CH:9][O:8][CH:7]=1)=[O:5])[CH3:2].[C:13]1(B2OCC(C)(C)CO2)[CH:18]=[CH:17][CH:16]=[CH:15][CH:14]=1. (8) Given the product [ClH:15].[NH2:1][CH2:4][C:5]([C:7]1[CH:12]=[CH:11][C:10]([O:13][CH3:14])=[CH:9][CH:8]=1)=[O:6], predict the reactants needed to synthesize it. The reactants are: [N:1]([CH2:4][C:5]([C:7]1[CH:12]=[CH:11][C:10]([O:13][CH3:14])=[CH:9][CH:8]=1)=[O:6])=[N+]=[N-].[ClH:15].